From a dataset of Reaction yield outcomes from USPTO patents with 853,638 reactions. Predict the reaction yield, written as a fraction of the theoretical maximum amount of product (1.0 means a 100% yield; for example, 0.34 means a 34% yield). (1) The reactants are [N:1]1([CH2:7][CH2:8][C:9](=O)[C:10](=[N:13][NH:14][C:15]2[CH:20]=[CH:19][CH:18]=[CH:17][CH:16]=2)[C:11]#[N:12])CCOCC1.O.[NH2:23][NH2:24].[CH2:25]1[CH2:29][O:28][CH2:27][CH2:26]1.NN. The catalyst is C(OCC)C. The product is [N:1]1([CH2:7][CH2:8][C:9]2[C:10](=[N:13][NH:14][C:15]3[CH:20]=[CH:19][CH:18]=[CH:17][CH:16]=3)[C:11]([NH2:12])=[N:23][N:24]=2)[CH2:25][CH2:29][O:28][CH2:27][CH2:26]1. The yield is 0.410. (2) The reactants are C[O:2][C:3](=[O:21])[C:4]1[CH:9]=[C:8]([N+:10]([O-])=O)[C:7]([S:13][CH2:14][C:15](OCC)=[O:16])=[CH:6][C:5]=1[Br:20].COC(=O)C1C=C([N+]([O-])=O)C(F)=CC=1Br.CCN(CC)CC.C(OC(=O)CS)C. The catalyst is C(Cl)Cl.CCOC(C)=O. The product is [Br:20][C:5]1[C:4]([C:3]([OH:2])=[O:21])=[CH:9][C:8]2[NH:10][C:15](=[O:16])[CH2:14][S:13][C:7]=2[CH:6]=1. The yield is 0.770. (3) The reactants are [Br:1][C:2]1[S:3][C:4]([CH:7]=[O:8])=[CH:5][N:6]=1.[CH2:9]([Mg]Br)[CH3:10].[Cl-].[NH4+]. The catalyst is C1COCC1.C(OCC)(=O)C. The product is [Br:1][C:2]1[S:3][C:4]([CH:7]([OH:8])[CH2:9][CH3:10])=[CH:5][N:6]=1. The yield is 0.420. (4) The reactants are [O:1]1[C:5]2[CH:6]=[CH:7][C:8]([CH2:10][CH2:11][OH:12])=[CH:9][C:4]=2[O:3][CH2:2]1.C(N(CC)CC)C.[CH3:20][S:21](Cl)(=[O:23])=[O:22]. The catalyst is ClCCl. The product is [CH3:20][S:21]([O:12][CH2:11][CH2:10][C:8]1[CH:7]=[CH:6][C:5]2[O:1][CH2:2][O:3][C:4]=2[CH:9]=1)(=[O:23])=[O:22]. The yield is 0.960. (5) The reactants are C[O:2][C:3]([C:5]1([CH2:10][CH2:11][CH2:12][CH2:13][S:14]([CH3:17])(=[O:16])=[O:15])[CH2:9][CH2:8][CH2:7][CH2:6]1)=[O:4].[OH-].[Na+]. The catalyst is C1COCC1.CO. The product is [CH3:17][S:14]([CH2:13][CH2:12][CH2:11][CH2:10][C:5]1([C:3]([OH:4])=[O:2])[CH2:9][CH2:8][CH2:7][CH2:6]1)(=[O:15])=[O:16]. The yield is 0.920. (6) The reactants are [Cl:1][C:2]1[CH:3]=[C:4]([CH:7]=[C:8]([O:10][CH3:11])[CH:9]=1)[CH:5]=[O:6].[BH4-].[Na+].Cl.[H][H]. The catalyst is C(O)C. The product is [Cl:1][C:2]1[CH:3]=[C:4]([CH:7]=[C:8]([O:10][CH3:11])[CH:9]=1)[CH2:5][OH:6]. The yield is 0.970.